From a dataset of hERG Central: cardiac toxicity at 1µM, 10µM, and general inhibition. Predict hERG channel inhibition at various concentrations. The drug is Cc1ccc(Nc2nc(N)nc(CN3CCN(Cc4ccccc4)CC3)n2)cc1Cl. Results: hERG_inhib (hERG inhibition (general)): blocker.